This data is from Reaction yield outcomes from USPTO patents with 853,638 reactions. The task is: Predict the reaction yield, written as a fraction of the theoretical maximum amount of product (1.0 means a 100% yield; for example, 0.34 means a 34% yield). (1) The reactants are [N+:1]([C:4]1[CH:5]=[C:6]([CH:9]=[CH:10][C:11]=1[N:12]1[CH:16]=[CH:15][CH:14]=[CH:13]1)[C:7]#[N:8])([O-])=O.Cl[Sn]Cl.C([O-])(O)=O.[Na+]. The catalyst is C(O)C. The product is [NH2:1][C:4]1[CH:5]=[C:6]([CH:9]=[CH:10][C:11]=1[N:12]1[CH:16]=[CH:15][CH:14]=[CH:13]1)[C:7]#[N:8]. The yield is 0.530. (2) The reactants are CCN(C(C)C)C(C)C.[C:10]1([C:19]2[CH:24]=[CH:23][CH:22]=[CH:21][CH:20]=2)[CH:15]=[CH:14][C:13]([C:16]([OH:18])=O)=[CH:12][CH:11]=1.C1C=CC2N(O)N=NC=2C=1.CCN=C=NCCCN(C)C.Cl.Cl.[CH2:48]([O:50][C:51](=[O:54])[CH2:52][NH2:53])[CH3:49]. The catalyst is CN(C=O)C.O. The product is [CH2:48]([O:50][C:51](=[O:54])[CH2:52][NH:53][C:16]([C:13]1[CH:12]=[CH:11][C:10]([C:19]2[CH:24]=[CH:23][CH:22]=[CH:21][CH:20]=2)=[CH:15][CH:14]=1)=[O:18])[CH3:49]. The yield is 0.874. (3) The reactants are [CH3:1][C:2]1[O:6][N:5]=[C:4]([C:7]2[CH:12]=[CH:11][CH:10]=[CH:9][CH:8]=2)[C:3]=1[CH2:13][O:14][C:15]1[CH:23]=[CH:22][C:18]([C:19]([OH:21])=O)=[CH:17][N:16]=1.[NH2:24][CH:25]1[CH2:30][CH2:29][O:28][CH2:27][CH2:26]1. No catalyst specified. The product is [CH3:1][C:2]1[O:6][N:5]=[C:4]([C:7]2[CH:8]=[CH:9][CH:10]=[CH:11][CH:12]=2)[C:3]=1[CH2:13][O:14][C:15]1[CH:23]=[CH:22][C:18]([C:19]([NH:24][CH:25]2[CH2:30][CH2:29][O:28][CH2:27][CH2:26]2)=[O:21])=[CH:17][N:16]=1. The yield is 0.910. (4) The reactants are Cl[C:2]1[NH:3][C:4]([C:12]2[CH:17]=[CH:16][CH:15]=[CH:14][CH:13]=2)=[C:5]([F:11])[C:6]=1[C:7]([O:9][CH3:10])=[O:8].C(N(CC)CC)C. The catalyst is CO.[C].[Pd]. The product is [F:11][C:5]1[C:6]([C:7]([O:9][CH3:10])=[O:8])=[CH:2][NH:3][C:4]=1[C:12]1[CH:17]=[CH:16][CH:15]=[CH:14][CH:13]=1. The yield is 0.870. (5) The reactants are [F:1][C:2]1[CH:7]=[C:6]([C:8](C)=[CH2:9])[CH:5]=[CH:4][C:3]=1[C@@H:11]([NH:13][C:14](=[O:20])[O:15][C:16]([CH3:19])([CH3:18])[CH3:17])[CH3:12].C(Cl)Cl.CSC.CC[O:29]C(C)=O.CCCCCCC. The catalyst is O. The product is [C:8]([C:6]1[CH:5]=[CH:4][C:3]([C@@H:11]([NH:13][C:14](=[O:20])[O:15][C:16]([CH3:19])([CH3:18])[CH3:17])[CH3:12])=[C:2]([F:1])[CH:7]=1)(=[O:29])[CH3:9]. The yield is 0.230. (6) The reactants are [Br:1][C:2]1[S:6][C:5]([C:7]2[CH:12]=[CH:11][N:10]=[C:9]([NH:13][C:14]3[CH:15]=[C:16]([CH:19]=[CH:20][CH:21]=3)[CH:17]=O)[N:8]=2)=[CH:4][CH:3]=1.[CH3:22][N:23]([CH3:30])[CH:24]1[CH2:29][CH2:28][NH:27][CH2:26][CH2:25]1. The catalyst is CC(O)=O.CC(N(C)C)=O. The product is [Br:1][C:2]1[S:6][C:5]([C:7]2[CH:12]=[CH:11][N:10]=[C:9]([NH:13][C:14]3[CH:21]=[CH:20][CH:19]=[C:16]([CH2:17][N:27]4[CH2:28][CH2:29][CH:24]([N:23]([CH3:30])[CH3:22])[CH2:25][CH2:26]4)[CH:15]=3)[N:8]=2)=[CH:4][CH:3]=1. The yield is 0.0700.